Predict the product of the given reaction. From a dataset of Forward reaction prediction with 1.9M reactions from USPTO patents (1976-2016). Given the reactants [C:1]([C:5]1[CH:6]=[C:7]([C:15]2[S:16][C:17]([CH2:20][CH2:21][C:22]3[CH:27]=[CH:26][C:25]([N+:28]([O-])=O)=[CH:24][CH:23]=3)=[N:18][N:19]=2)[CH:8]=[C:9]([C:11]([CH3:14])([CH3:13])[CH3:12])[CH:10]=1)([CH3:4])([CH3:3])[CH3:2].O.C(=O)([O-])O, predict the reaction product. The product is: [C:11]([C:9]1[CH:8]=[C:7]([C:15]2[S:16][C:17]([CH2:20][CH2:21][C:22]3[CH:23]=[CH:24][C:25]([NH2:28])=[CH:26][CH:27]=3)=[N:18][N:19]=2)[CH:6]=[C:5]([C:1]([CH3:4])([CH3:3])[CH3:2])[CH:10]=1)([CH3:12])([CH3:13])[CH3:14].